Dataset: Full USPTO retrosynthesis dataset with 1.9M reactions from patents (1976-2016). Task: Predict the reactants needed to synthesize the given product. (1) Given the product [CH:1]1([CH2:7][N:8]2[C:16]3[C:11](=[CH:12][CH:13]=[C:14]([C:17]([OH:19])=[O:18])[CH:15]=3)[C:10]([CH3:21])=[CH:9]2)[CH2:2][CH2:3][CH2:4][CH2:5][CH2:6]1, predict the reactants needed to synthesize it. The reactants are: [CH:1]1([CH2:7][N:8]2[C:16]3[C:11](=[CH:12][CH:13]=[C:14]([C:17]([O:19]C)=[O:18])[CH:15]=3)[C:10]([CH3:21])=[CH:9]2)[CH2:6][CH2:5][CH2:4][CH2:3][CH2:2]1.[OH-].[Li+].Cl. (2) Given the product [CH:1]([N:4]1[C:8](=[O:9])[CH:7]=[C:6]([CH3:12])[N:5]1[CH3:10])([CH3:3])[CH3:2], predict the reactants needed to synthesize it. The reactants are: [CH:1]([N:4]1[C:8](=[O:9])[CH2:7][CH2:6][N:5]1[CH3:10])([CH3:3])[CH3:2].I[CH3:12]. (3) Given the product [C:14]([C:18]1[N:19]=[C:20]([CH:34]2[CH2:35][CH2:36][CH2:37]2)[CH:21]=[C:22]([N:24]2[CH2:29][CH2:28][N:27]([CH2:30][CH2:31][CH2:32][O:1][C:2]3[CH:7]=[CH:6][N:5]=[CH:4][N:3]=3)[CH2:26][CH2:25]2)[N:23]=1)([CH3:17])([CH3:15])[CH3:16], predict the reactants needed to synthesize it. The reactants are: [OH:1][C:2]1[CH:7]=[CH:6][N:5]=[CH:4][N:3]=1.C(=O)([O-])[O-].[K+].[K+].[C:14]([C:18]1[N:23]=[C:22]([N:24]2[CH2:29][CH2:28][N:27]([CH2:30][CH2:31][CH2:32]Cl)[CH2:26][CH2:25]2)[CH:21]=[C:20]([CH:34]2[CH2:37][CH2:36][CH2:35]2)[N:19]=1)([CH3:17])([CH3:16])[CH3:15].